This data is from Reaction yield outcomes from USPTO patents with 853,638 reactions. The task is: Predict the reaction yield, written as a fraction of the theoretical maximum amount of product (1.0 means a 100% yield; for example, 0.34 means a 34% yield). (1) The reactants are Cl[S:2]([NH:5][C:6](=[O:11])[O:7][CH2:8][CH2:9]Cl)(=[O:4])=[O:3].[CH2:12]([C@H:14]1[C@@H:18]([C:19]2[N:23]3[C:24]4[CH:30]=[CH:29][N:28]([S:31]([C:34]5[CH:40]=[CH:39][C:37]([CH3:38])=[CH:36][CH:35]=5)(=[O:33])=[O:32])[C:25]=4[N:26]=[CH:27][C:22]3=[N:21][N:20]=2)[CH2:17][C@@H:16]([NH2:41])[CH2:15]1)[CH3:13]. The catalyst is C(Cl)Cl. The product is [CH2:12]([C@H:14]1[C@@H:18]([C:19]2[N:23]3[C:24]4[CH:30]=[CH:29][N:28]([S:31]([C:34]5[CH:35]=[CH:36][C:37]([CH3:38])=[CH:39][CH:40]=5)(=[O:33])=[O:32])[C:25]=4[N:26]=[CH:27][C:22]3=[N:21][N:20]=2)[CH2:17][C@@H:16]([NH:41][S:2]([N:5]2[CH2:9][CH2:8][O:7][C:6]2=[O:11])(=[O:4])=[O:3])[CH2:15]1)[CH3:13]. The yield is 0.650. (2) The reactants are [NH2:1][C:2]1[CH:3]=[C:4]2[C:8](=[CH:9][CH:10]=1)[N:7]([CH2:11][CH2:12][N:13]([CH2:16][CH3:17])[CH2:14][CH3:15])[CH:6]=[CH:5]2.[S:18]1[CH:22]=[C:21]([S:23](Cl)(=[O:25])=[O:24])[C:20]2[CH:27]=[CH:28][CH:29]=[CH:30][C:19]1=2. No catalyst specified. The product is [CH2:14]([N:13]([CH2:16][CH3:17])[CH2:12][CH2:11][N:7]1[C:8]2[C:4](=[CH:3][C:2]([NH:1][S:23]([C:21]3[C:20]4[CH:27]=[CH:28][CH:29]=[CH:30][C:19]=4[S:18][CH:22]=3)(=[O:24])=[O:25])=[CH:10][CH:9]=2)[CH:5]=[CH:6]1)[CH3:15]. The yield is 0.430. (3) The reactants are [Br-].[C:2]([CH2:5][CH2:6][P+](C1C=CC=CC=1)(C1C=CC=CC=1)C1C=CC=CC=1)([OH:4])=[O:3].[CH3:26][O:27][C:28]1[CH:35]=[CH:34][C:31]([CH:32]=O)=[CH:30][CH:29]=1.[H-].[Na+]. The yield is 0.550. The catalyst is CS(C)=O.O1CCCC1. The product is [CH3:26][O:27][C:28]1[CH:35]=[CH:34][C:31](/[CH:32]=[CH:6]/[CH2:5][C:2]([OH:4])=[O:3])=[CH:30][CH:29]=1. (4) The reactants are [Br:1][C:2]1[CH:7]=[CH:6][C:5](/[CH:8]=[CH:9]/[C:10](OCC)=[O:11])=[CH:4][CH:3]=1.[H-].C([Al+]CC(C)C)C(C)C.[OH-].[Na+]. The catalyst is ClCCl. The product is [Br:1][C:2]1[CH:3]=[CH:4][C:5](/[CH:8]=[CH:9]/[CH2:10][OH:11])=[CH:6][CH:7]=1. The yield is 1.00. (5) The reactants are Br[C:2]1[CH:3]=[C:4]([CH:8]([C:23]2([OH:29])[CH2:28][CH2:27][CH2:26][CH2:25][CH2:24]2)[CH2:9][N:10]2[CH2:15][CH2:14][N:13]([C:16]([O:18][C:19]([CH3:22])([CH3:21])[CH3:20])=[O:17])[CH2:12][CH2:11]2)[CH:5]=[CH:6][CH:7]=1.[CH3:30][N:31](C)C=O. The catalyst is [C-]#N.[Zn+2].[C-]#N.C1C=CC(/C=C/C(/C=C/C2C=CC=CC=2)=O)=CC=1.C1C=CC(/C=C/C(/C=C/C2C=CC=CC=2)=O)=CC=1.C1C=CC(/C=C/C(/C=C/C2C=CC=CC=2)=O)=CC=1.[Pd].[Pd].C1(P(C2C=CC=CC=2)[C-]2C=CC=C2)C=CC=CC=1.[C-]1(P(C2C=CC=CC=2)C2C=CC=CC=2)C=CC=C1.[Fe+2].[Zn]. The product is [C:30]([C:2]1[CH:3]=[C:4]([CH:8]([C:23]2([OH:29])[CH2:24][CH2:25][CH2:26][CH2:27][CH2:28]2)[CH2:9][N:10]2[CH2:15][CH2:14][N:13]([C:16]([O:18][C:19]([CH3:20])([CH3:22])[CH3:21])=[O:17])[CH2:12][CH2:11]2)[CH:5]=[CH:6][CH:7]=1)#[N:31]. The yield is 0.840. (6) The reactants are [F:1][C:2]1[CH:7]=[CH:6][C:5](I)=[CH:4][CH:3]=1.[O:9]1[CH:13]=[CH:12][N:11]=[CH:10]1. The catalyst is CN(C=O)C.[Cu](I)I.C([O-])(=O)C.[Pd+2].C([O-])(=O)C. The product is [F:1][C:2]1[CH:7]=[CH:6][C:5]([C:10]2[O:9][CH:13]=[CH:12][N:11]=2)=[CH:4][CH:3]=1. The yield is 0.260. (7) The reactants are Br[C:2]1[C:7]([O:8][CH2:9][CH:10]([NH2:19])[C:11]2[C:16]([F:17])=[CH:15][CH:14]=[CH:13][C:12]=2[F:18])=[CH:6][CH:5]=[CH:4][N:3]=1.CC1(C)C2C(=C(P(C3C=CC=CC=3)C3C=CC=CC=3)C=CC=2)OC2C(P(C3C=CC=CC=3)C3C=CC=CC=3)=CC=CC1=2.C([O-])([O-])=O.[Cs+].[Cs+].CCOC(C)=O.CCCCCC. The catalyst is O1CCOCC1.C1C=CC(/C=C/C(/C=C/C2C=CC=CC=2)=O)=CC=1.C1C=CC(/C=C/C(/C=C/C2C=CC=CC=2)=O)=CC=1.C1C=CC(/C=C/C(/C=C/C2C=CC=CC=2)=O)=CC=1.[Pd].[Pd]. The product is [F:18][C:12]1[CH:13]=[CH:14][CH:15]=[C:16]([F:17])[C:11]=1[CH:10]1[CH2:9][O:8][C:7]2[CH:6]=[CH:5][CH:4]=[N:3][C:2]=2[NH:19]1. The yield is 0.800.